This data is from NCI-60 drug combinations with 297,098 pairs across 59 cell lines. The task is: Regression. Given two drug SMILES strings and cell line genomic features, predict the synergy score measuring deviation from expected non-interaction effect. (1) Cell line: CAKI-1. Drug 1: CC1=C(C=C(C=C1)NC(=O)C2=CC=C(C=C2)CN3CCN(CC3)C)NC4=NC=CC(=N4)C5=CN=CC=C5. Synergy scores: CSS=24.4, Synergy_ZIP=-8.57, Synergy_Bliss=-3.54, Synergy_Loewe=-0.884, Synergy_HSA=0.427. Drug 2: CN(CCCl)CCCl.Cl. (2) Drug 1: C1CN1P(=S)(N2CC2)N3CC3. Drug 2: CC1CCCC2(C(O2)CC(NC(=O)CC(C(C(=O)C(C1O)C)(C)C)O)C(=CC3=CSC(=N3)C)C)C. Cell line: HCC-2998. Synergy scores: CSS=53.2, Synergy_ZIP=-3.54, Synergy_Bliss=-4.37, Synergy_Loewe=0.747, Synergy_HSA=2.49. (3) Drug 1: CC1=CC=C(C=C1)C2=CC(=NN2C3=CC=C(C=C3)S(=O)(=O)N)C(F)(F)F. Drug 2: C1CNP(=O)(OC1)N(CCCl)CCCl. Cell line: NCI-H460. Synergy scores: CSS=-3.25, Synergy_ZIP=1.98, Synergy_Bliss=1.30, Synergy_Loewe=-1.90, Synergy_HSA=-1.56. (4) Drug 1: CC(CN1CC(=O)NC(=O)C1)N2CC(=O)NC(=O)C2. Drug 2: C1CCC(C(C1)N)N.C(=O)(C(=O)[O-])[O-].[Pt+4]. Cell line: EKVX. Synergy scores: CSS=9.83, Synergy_ZIP=-4.11, Synergy_Bliss=-0.181, Synergy_Loewe=3.17, Synergy_HSA=2.76. (5) Drug 1: C1=CC(=C2C(=C1NCCNCCO)C(=O)C3=C(C=CC(=C3C2=O)O)O)NCCNCCO. Drug 2: CCN(CC)CCCC(C)NC1=C2C=C(C=CC2=NC3=C1C=CC(=C3)Cl)OC. Synergy scores: CSS=67.1, Synergy_ZIP=1.56, Synergy_Bliss=0.964, Synergy_Loewe=2.27, Synergy_HSA=6.04. Cell line: NCIH23. (6) Drug 1: CC1=C(C=C(C=C1)C(=O)NC2=CC(=CC(=C2)C(F)(F)F)N3C=C(N=C3)C)NC4=NC=CC(=N4)C5=CN=CC=C5. Drug 2: CCCCCOC(=O)NC1=NC(=O)N(C=C1F)C2C(C(C(O2)C)O)O. Cell line: COLO 205. Synergy scores: CSS=-3.19, Synergy_ZIP=0.891, Synergy_Bliss=-1.02, Synergy_Loewe=-2.48, Synergy_HSA=-3.10.